From a dataset of Reaction yield outcomes from USPTO patents with 853,638 reactions. Predict the reaction yield, written as a fraction of the theoretical maximum amount of product (1.0 means a 100% yield; for example, 0.34 means a 34% yield). (1) The reactants are O.O.Cl.[NH2:4][C:5]1[N:14]=[C:13]([NH2:15])[C:12]2[C:7](=[N:8][CH:9]=[C:10]([CH2:16][N:17]([CH3:27])[C:18]3[CH:26]=[CH:25][C:21]([C:22](O)=[O:23])=[CH:20][CH:19]=3)[N:11]=2)[N:6]=1.NC1N=C(N)C2C(=NC=C(CN(C3C=CC(C(O)=O)=CC=3)C)N=2)N=1.O.O.C(P(=O)(OCC)OCC)#N.CCN(C(C)C)C(C)C.C(O)(=O)C.[CH2:77]([O:79][C:80](=[O:96])[C@@H:81]([N:83]([CH2:93][CH2:94][NH2:95])[PH:84]([O:86][C:87]1[CH:92]=[CH:91][CH:90]=[CH:89][CH:88]=1)=[O:85])[CH3:82])[CH3:78]. The catalyst is CN(C=O)C. The product is [CH2:77]([O:79][C:80](=[O:96])[CH:81]([N:83]([CH2:93][CH2:94][NH:95][C:22](=[O:23])[C:21]1[CH:20]=[CH:19][C:18]([N:17]([CH2:16][C:10]2[N:11]=[C:12]3[C:7](=[N:8][CH:9]=2)[N:6]=[C:5]([NH2:4])[N:14]=[C:13]3[NH2:15])[CH3:27])=[CH:26][CH:25]=1)[PH:84]([O:86][C:87]1[CH:92]=[CH:91][CH:90]=[CH:89][CH:88]=1)=[O:85])[CH3:82])[CH3:78]. The yield is 0.260. (2) The reactants are [NH2:1][C:2]1[CH:3]=[N:4][CH:5]=[C:6]([Br:8])[CH:7]=1.N1C=CC=CC=1.[C:15](Cl)(=[O:19])[CH:16]([CH3:18])[CH3:17]. The catalyst is C(Cl)Cl. The product is [Br:8][C:6]1[CH:7]=[C:2]([NH:1][C:15](=[O:19])[CH:16]([CH3:18])[CH3:17])[CH:3]=[N:4][CH:5]=1. The yield is 0.710. (3) The reactants are [N+:1]([C:4]1[CH:5]=[CH:6][CH:7]=[C:8]2[C:12]=1[NH:11][C:10]([C:13]1[S:14][CH2:15][C@@H:16]([CH2:18][O:19][C:20](=[O:25])[C:21]([CH3:24])([CH3:23])[CH3:22])[N:17]=1)=[CH:9]2)([O-])=O.[Cl-].[NH4+]. The catalyst is O1CCCC1.CO.O.[Fe]. The product is [NH2:1][C:4]1[CH:5]=[CH:6][CH:7]=[C:8]2[C:12]=1[NH:11][C:10]([C:13]1[S:14][CH2:15][C@@H:16]([CH2:18][O:19][C:20](=[O:25])[C:21]([CH3:23])([CH3:22])[CH3:24])[N:17]=1)=[CH:9]2. The yield is 0.810. (4) The reactants are [C:1]([O:5][C:6]([N:8]1[CH2:13][CH2:12][CH:11]([O:14][C:15]2[CH:24]=[C:23](F)[CH:22]=[CH:21][C:16]=2[C:17]([O:19][CH3:20])=[O:18])[CH2:10][CH2:9]1)=[O:7])([CH3:4])([CH3:3])[CH3:2].[NH:26]1[CH2:30][CH2:29][CH2:28][CH2:27]1. No catalyst specified. The product is [C:1]([O:5][C:6]([N:8]1[CH2:13][CH2:12][CH:11]([O:14][C:15]2[CH:24]=[C:23]([N:26]3[CH2:30][CH2:29][CH2:28][CH2:27]3)[CH:22]=[CH:21][C:16]=2[C:17]([O:19][CH3:20])=[O:18])[CH2:10][CH2:9]1)=[O:7])([CH3:4])([CH3:3])[CH3:2]. The yield is 1.00. (5) The reactants are ONC(=O)C(S(C1C=CC(C2C=CC(CCCC(F)(F)F)=CC=2)=CC=1)(=O)=O)CCOC.O1CCCCC1[O:38][NH:39][C:40]([C:42]1([S:51]([C:54]2[CH:59]=[CH:58][C:57]([C:60]3[CH:65]=[CH:64][C:63]([CH2:66][CH2:67][C:68]([F:74])([F:73])[C:69]([F:72])([F:71])[F:70])=[CH:62][CH:61]=3)=[CH:56][CH:55]=2)(=[O:53])=[O:52])[CH2:47][CH2:46][N:45]([CH:48]2[CH2:50][CH2:49]2)[CH2:44][CH2:43]1)=[O:41].C(O)C.[ClH:78]. The catalyst is C(OCC)(=O)C.O1CCOCC1. The product is [ClH:78].[CH:48]1([N:45]2[CH2:44][CH2:43][C:42]([S:51]([C:54]3[CH:55]=[CH:56][C:57]([C:60]4[CH:65]=[CH:64][C:63]([CH2:66][CH2:67][C:68]([F:74])([F:73])[C:69]([F:70])([F:71])[F:72])=[CH:62][CH:61]=4)=[CH:58][CH:59]=3)(=[O:53])=[O:52])([C:40]([NH:39][OH:38])=[O:41])[CH2:47][CH2:46]2)[CH2:49][CH2:50]1. The yield is 0.560. (6) The reactants are [CH3:1][C:2]([C:4]1[CH:9]=[C:8]([F:10])[CH:7]=[C:6]([F:11])[CH:5]=1)=[O:3].[Se](=O)=[O:13]. No catalyst specified. The product is [F:11][C:6]1[CH:5]=[C:4]([C:2](=[O:3])[CH:1]=[O:13])[CH:9]=[C:8]([F:10])[CH:7]=1. The yield is 0.840.